From a dataset of Peptide-MHC class I binding affinity with 185,985 pairs from IEDB/IMGT. Regression. Given a peptide amino acid sequence and an MHC pseudo amino acid sequence, predict their binding affinity value. This is MHC class I binding data. (1) The peptide sequence is IISTNTLGK. The MHC is HLA-B58:01 with pseudo-sequence HLA-B58:01. The binding affinity (normalized) is 0.0847. (2) The MHC is HLA-B39:01 with pseudo-sequence HLA-B39:01. The peptide sequence is VHYGQGWLY. The binding affinity (normalized) is 0.0847. (3) The peptide sequence is SVITQACPK. The binding affinity (normalized) is 0. The MHC is HLA-B53:01 with pseudo-sequence HLA-B53:01. (4) The peptide sequence is AMGAASLTL. The MHC is HLA-A02:03 with pseudo-sequence HLA-A02:03. The binding affinity (normalized) is 0.628. (5) The binding affinity (normalized) is 0.567. The peptide sequence is MSSSQDLSF. The MHC is HLA-B15:03 with pseudo-sequence HLA-B15:03. (6) The peptide sequence is RRWRRRWQQL. The MHC is Mamu-B08 with pseudo-sequence Mamu-B08. The binding affinity (normalized) is 0.992. (7) The peptide sequence is WEITYLGTT. The MHC is HLA-B08:03 with pseudo-sequence HLA-B08:03. The binding affinity (normalized) is 0.0847. (8) The peptide sequence is LIKKSDAKR. The MHC is HLA-A31:01 with pseudo-sequence HLA-A31:01. The binding affinity (normalized) is 0.758. (9) The peptide sequence is KVRKDIPQW. The MHC is HLA-A30:01 with pseudo-sequence HLA-A30:01. The binding affinity (normalized) is 0.488. (10) The peptide sequence is MTAASYARY. The MHC is HLA-B14:02 with pseudo-sequence HLA-B14:02. The binding affinity (normalized) is 0.0847.